This data is from Full USPTO retrosynthesis dataset with 1.9M reactions from patents (1976-2016). The task is: Predict the reactants needed to synthesize the given product. (1) Given the product [Si:4]([O:11][CH:12]([C:14]1[O:15][C:16](=[O:26])[C:17]2[C:22]([C:23]=1[CH:24]=[O:1])=[CH:21][CH:20]=[CH:19][CH:18]=2)[CH3:13])([C:7]([CH3:10])([CH3:8])[CH3:9])([CH3:6])[CH3:5], predict the reactants needed to synthesize it. The reactants are: [O:1]=[O+][O-].[Si:4]([O:11][CH:12]([C:14]1[O:15][C:16](=[O:26])[C:17]2[C:22]([C:23]=1[CH:24]=C)=[CH:21][CH:20]=[CH:19][CH:18]=2)[CH3:13])([C:7]([CH3:10])([CH3:9])[CH3:8])([CH3:6])[CH3:5].C1C=CC(P(C2C=CC=CC=2)C2C=CC=CC=2)=CC=1. (2) Given the product [CH3:5][C:6]1[C:14]2[S:13][CH:12]=[N:11][C:10]=2[CH:9]=[CH:8][C:7]=1[NH2:15], predict the reactants needed to synthesize it. The reactants are: Cl[Sn]Cl.Cl.[CH3:5][C:6]1[C:14]2[S:13][CH:12]=[N:11][C:10]=2[CH:9]=[CH:8][C:7]=1[N+:15]([O-])=O.[OH-].[Na+].